Dataset: Forward reaction prediction with 1.9M reactions from USPTO patents (1976-2016). Task: Predict the product of the given reaction. (1) Given the reactants [CH3:1][O:2][C:3]1[CH:4]=[C:5]([CH:20]=[CH:21][C:22]=1[O:23][CH3:24])/[CH:6]=[N:7]/[NH:8][C:9](=[O:19])[CH:10]([O:17][CH3:18])[C:11]1[CH:16]=[CH:15][CH:14]=[CH:13][CH:12]=1.I[CH3:26].[H-].[Na+], predict the reaction product. The product is: [CH3:1][O:2][C:3]1[CH:4]=[C:5]([CH:20]=[CH:21][C:22]=1[O:23][CH3:24])/[CH:6]=[N:7]/[N:8]([CH3:26])[C:9](=[O:19])[CH:10]([O:17][CH3:18])[C:11]1[CH:16]=[CH:15][CH:14]=[CH:13][CH:12]=1. (2) Given the reactants [C:1]([O:5][C:6]([N:8]1[CH2:12][CH2:11][CH2:10][CH:9]1[C:13]1[NH:17][C:16]2[CH:18]=[C:19](Br)[CH:20]=[CH:21][C:15]=2[N:14]=1)=[O:7])([CH3:4])([CH3:3])[CH3:2].[B:23]1([C:32]2[CH:37]=[CH:36][C:35]([C:38]3[CH:43]=[CH:42][C:41](B4OC(C)(C)C(C)(C)O4)=[CH:40][CH:39]=3)=[CH:34][CH:33]=2)[O:27][C:26]([CH3:29])([CH3:28])[C:25]([CH3:31])([CH3:30])[O:24]1.C(=O)([O-])[O-].[K+].[K+], predict the reaction product. The product is: [C:1]([O:5][C:6]([N:8]1[CH2:12][CH2:11][CH2:10][CH:9]1[C:13]1[NH:17][C:16]2[CH:18]=[C:19]([C:41]3[CH:42]=[CH:43][C:38]([C:35]4[CH:36]=[CH:37][C:32]([B:23]5[O:27][C:26]([CH3:29])([CH3:28])[C:25]([CH3:31])([CH3:30])[O:24]5)=[CH:33][CH:34]=4)=[CH:39][CH:40]=3)[CH:20]=[CH:21][C:15]=2[N:14]=1)=[O:7])([CH3:4])([CH3:3])[CH3:2]. (3) Given the reactants O.Cl.[OH:3][CH:4]1[CH2:9][CH2:8][NH:7][CH2:6][CH2:5]1.C(N(CC)CC)C.[C:17](O[C:17]([O:19][C:20]([CH3:23])([CH3:22])[CH3:21])=[O:18])([O:19][C:20]([CH3:23])([CH3:22])[CH3:21])=[O:18], predict the reaction product. The product is: [C:20]([O:19][C:17]([N:7]1[CH2:8][CH2:9][CH:4]([OH:3])[CH2:5][CH2:6]1)=[O:18])([CH3:23])([CH3:22])[CH3:21]. (4) Given the reactants [CH3:1][O:2][C:3]1[N:4]=[C:5]2[C:10](=[CH:11][CH:12]=1)[N:9]=[CH:8][CH:7]=[C:6]2[N:13]1[CH2:17][CH2:16][CH:15]([S:18][CH2:19][CH2:20][NH:21][C:22](=O)OC(C)(C)C)[CH2:14]1.Cl.C(N(CC)CC)C.[O:37]=[C:38]1[CH2:43][S:42][C:41]2[CH:44]=[CH:45][C:46](C=O)=[N:47][C:40]=2[NH:39]1.[BH4-].[Na+].C(=O)(O)[O-].[Na+], predict the reaction product. The product is: [CH3:1][O:2][C:3]1[N:4]=[C:5]2[C:10](=[CH:11][CH:12]=1)[N:9]=[CH:8][CH:7]=[C:6]2[N:13]1[CH2:17][CH2:16][CH:15]([S:18][CH2:19][CH2:20][NH:21][CH2:22][C:46]2[CH:45]=[CH:44][C:41]3[S:42][CH2:43][C:38](=[O:37])[NH:39][C:40]=3[N:47]=2)[CH2:14]1. (5) Given the reactants [Br:1][C:2]1[CH:21]=[CH:20][CH:19]=[CH:18][C:3]=1[C:4]([NH:6][C:7]1[CH:8]=[C:9]2[CH:15]=[C:14]([CH2:16]O)[NH:13][C:10]2=[N:11][CH:12]=1)=[O:5].P(Br)(Br)[Br:23], predict the reaction product. The product is: [Br:1][C:2]1[CH:21]=[CH:20][CH:19]=[CH:18][C:3]=1[C:4]([NH:6][C:7]1[CH:8]=[C:9]2[CH:15]=[C:14]([CH2:16][Br:23])[NH:13][C:10]2=[N:11][CH:12]=1)=[O:5]. (6) Given the reactants O[CH:2]([C:5]1[C:13]2[O:12][CH2:11][C@H:10]([C:14]3[CH:19]=[CH:18][C:17]([CH:20]([CH3:22])[CH3:21])=[CH:16][CH:15]=3)[C:9]=2[C:8]([CH3:23])=[C:7]([NH:24][C:25](=[O:31])[CH2:26][C:27]([CH3:30])([CH3:29])[CH3:28])[C:6]=1[CH3:32])[CH2:3][CH3:4], predict the reaction product. The product is: [CH:20]([C:17]1[CH:18]=[CH:19][C:14]([C@@H:10]2[C:9]3[C:8]([CH3:23])=[C:7]([NH:24][C:25](=[O:31])[CH2:26][C:27]([CH3:28])([CH3:30])[CH3:29])[C:6]([CH3:32])=[C:5]([CH2:2][CH2:3][CH3:4])[C:13]=3[O:12][CH2:11]2)=[CH:15][CH:16]=1)([CH3:21])[CH3:22].